This data is from NCI-60 drug combinations with 297,098 pairs across 59 cell lines. The task is: Regression. Given two drug SMILES strings and cell line genomic features, predict the synergy score measuring deviation from expected non-interaction effect. Drug 1: CC1=C2C(C(=O)C3(C(CC4C(C3C(C(C2(C)C)(CC1OC(=O)C(C(C5=CC=CC=C5)NC(=O)C6=CC=CC=C6)O)O)OC(=O)C7=CC=CC=C7)(CO4)OC(=O)C)O)C)OC(=O)C. Drug 2: C1=CC=C(C=C1)NC(=O)CCCCCCC(=O)NO. Cell line: EKVX. Synergy scores: CSS=10.7, Synergy_ZIP=-3.70, Synergy_Bliss=-3.25, Synergy_Loewe=-1.27, Synergy_HSA=-0.798.